From a dataset of Forward reaction prediction with 1.9M reactions from USPTO patents (1976-2016). Predict the product of the given reaction. (1) Given the reactants [C:1]1([C:7]2[C:15]([C:16]3[CH:21]=[CH:20][N:19]=[C:18]([NH2:22])[CH:17]=3)=[C:10]3[N:11]=[CH:12][CH:13]=[CH:14][N:9]3[N:8]=2)[CH:6]=[CH:5][CH:4]=[CH:3][CH:2]=1.C(N([CH2:28][CH3:29])CC)C.[C:30](Cl)(=[O:32])[CH3:31].[OH2:34], predict the reaction product. The product is: [C:30]([N:22]([C:18]1[CH:17]=[C:16]([C:15]2[C:7]([C:1]3[CH:2]=[CH:3][CH:4]=[CH:5][CH:6]=3)=[N:8][N:9]3[CH:14]=[CH:13][CH:12]=[N:11][C:10]=23)[CH:21]=[CH:20][N:19]=1)[C:28](=[O:34])[CH3:29])(=[O:32])[CH3:31]. (2) The product is: [NH2:10][C@@H:11]1[CH2:15][CH2:14][N:13]([C:16]2[N:24]=[C:23]3[C:19]([N:20]=[CH:21][N:22]3[C@H:25]3[C@@H:32]4[O:31][C:30]([CH3:34])([CH3:33])[O:29][C@@H:28]4[C@@H:27]([NH:35][C:36](=[O:39])[CH2:37][CH3:38])[CH2:26]3)=[C:18]([NH:40][CH2:41][CH:42]([C:43]3[CH:48]=[CH:47][CH:46]=[CH:45][CH:44]=3)[C:49]3[CH:54]=[CH:53][CH:52]=[CH:51][CH:50]=3)[N:17]=2)[CH2:12]1. Given the reactants C(OC(=O)[NH:10][C@@H:11]1[CH2:15][CH2:14][N:13]([C:16]2[N:24]=[C:23]3[C:19]([N:20]=[CH:21][N:22]3[C@H:25]3[C@H:32]4[C@H:28]([O:29][C:30]([CH3:34])([CH3:33])[O:31]4)[C@@H:27]([NH:35][C:36](=[O:39])[CH2:37][CH3:38])[CH2:26]3)=[C:18]([NH:40][CH2:41][CH:42]([C:49]3[CH:54]=[CH:53][CH:52]=[CH:51][CH:50]=3)[C:43]3[CH:48]=[CH:47][CH:46]=[CH:45][CH:44]=3)[N:17]=2)[CH2:12]1)C1C=CC=CC=1, predict the reaction product.